This data is from Forward reaction prediction with 1.9M reactions from USPTO patents (1976-2016). The task is: Predict the product of the given reaction. (1) Given the reactants [CH3:1][O:2][C:3](=[O:35])[C:4]1[CH:9]=[CH:8][C:7]([CH:10]([NH:20][C:21]([NH:23][C:24]2[CH:29]=[CH:28][C:27]([O:30][C:31]([F:34])([F:33])[F:32])=[CH:26][CH:25]=2)=[O:22])[CH:11]2[CH2:16][CH2:15][CH:14]([C:17](O)=[O:18])[CH2:13][CH2:12]2)=[CH:6][CH:5]=1.Cl.C(N=C=NCCCN(C)C)C.ON1C2C=CC=CC=2N=N1.[CH2:58]([NH:60][CH2:61][CH3:62])[CH3:59], predict the reaction product. The product is: [CH3:1][O:2][C:3](=[O:35])[C:4]1[CH:9]=[CH:8][C:7]([CH:10]([NH:20][C:21]([NH:23][C:24]2[CH:25]=[CH:26][C:27]([O:30][C:31]([F:33])([F:32])[F:34])=[CH:28][CH:29]=2)=[O:22])[CH:11]2[CH2:16][CH2:15][CH:14]([C:17](=[O:18])[N:60]([CH2:61][CH3:62])[CH2:58][CH3:59])[CH2:13][CH2:12]2)=[CH:6][CH:5]=1. (2) Given the reactants [CH3:1][C:2]1([CH3:21])[O:6][CH:5]([CH2:7][O:8][C:9]2[C:18](C)=[CH:17][C:12]([C:13]([NH:15][OH:16])=[NH:14])=[CH:11][C:10]=2C)[CH2:4][O:3]1.[OH:22][C:23]1C=CC(C#N)=C(OC)C=1.CC1(C)O[C@H](CO)CO1, predict the reaction product. The product is: [CH3:21][C:2]1([CH3:1])[O:6][C@H:5]([CH2:7][O:8][C:9]2[CH:10]=[CH:11][C:12]([C:13]([NH:15][OH:16])=[NH:14])=[C:17]([O:22][CH3:23])[CH:18]=2)[CH2:4][O:3]1. (3) Given the reactants [H-].[Na+].[C:3]([O:10][CH3:11])(=[O:9])[CH2:4][C:5]([O:7][CH3:8])=[O:6].Cl[C:13]1[CH:18]=[CH:17][N:16]=[CH:15][C:14]=1[N+:19]([O-:21])=[O:20], predict the reaction product. The product is: [N+:19]([C:14]1[CH:15]=[N:16][CH:17]=[CH:18][C:13]=1[CH:4]([C:3]([O:10][CH3:11])=[O:9])[C:5]([O:7][CH3:8])=[O:6])([O-:21])=[O:20].